Dataset: Reaction yield outcomes from USPTO patents with 853,638 reactions. Task: Predict the reaction yield, written as a fraction of the theoretical maximum amount of product (1.0 means a 100% yield; for example, 0.34 means a 34% yield). (1) The reactants are C(OC([N:8]1[CH2:14][CH2:13][CH2:12][N:11]([C:15]2[CH:20]=[CH:19][C:18]([Cl:21])=[CH:17][CH:16]=2)[CH2:10][CH2:9]1)=O)(C)(C)C.Cl.O1CCOCC1. The catalyst is C(Cl)Cl. The product is [Cl:21][C:18]1[CH:17]=[CH:16][C:15]([N:11]2[CH2:12][CH2:13][CH2:14][NH:8][CH2:9][CH2:10]2)=[CH:20][CH:19]=1. The yield is 0.480. (2) The reactants are Br[C:2]1[N:7]=[C:6]([C:8]([O:10][CH3:11])=[O:9])[CH:5]=[CH:4][C:3]=1[F:12].[F:13][C:14]1[CH:19]=[C:18]([O:20][CH3:21])[CH:17]=[C:16]([F:22])[C:15]=1B(O)O.[F-].[K+].C(P(C(C)(C)C)C(C)(C)C)(C)(C)C. The catalyst is C1COCC1.O.C1C=CC(/C=C/C(/C=C/C2C=CC=CC=2)=O)=CC=1.C1C=CC(/C=C/C(/C=C/C2C=CC=CC=2)=O)=CC=1.C1C=CC(/C=C/C(/C=C/C2C=CC=CC=2)=O)=CC=1.[Pd].[Pd]. The product is [F:13][C:14]1[CH:19]=[C:18]([O:20][CH3:21])[CH:17]=[C:16]([F:22])[C:15]=1[C:2]1[N:7]=[C:6]([C:8]([O:10][CH3:11])=[O:9])[CH:5]=[CH:4][C:3]=1[F:12]. The yield is 0.850. (3) The reactants are [Cl:1][C:2]1[CH:3]=[C:4]([CH:6]=[CH:7][C:8]=1[Cl:9])[NH2:5].[CH3:10][C:11]([CH3:13])=O.C([BH3-])#N.[Na+]. The catalyst is CO.[Cl-].[Zn+2].[Cl-]. The product is [Cl:1][C:2]1[CH:3]=[C:4]([NH:5][CH:11]([CH3:13])[CH3:10])[CH:6]=[CH:7][C:8]=1[Cl:9]. The yield is 0.799. (4) The reactants are [NH2:1][C:2]1[CH:7]=[CH:6][C:5]([NH2:8])=[CH:4][C:3]=1[S:9]([NH2:12])(=[O:11])=[O:10].N1C=CC=CC=1.[CH3:19][S:20](Cl)(=[O:22])=[O:21]. The catalyst is ClCCl. The product is [NH2:1][C:2]1[CH:7]=[CH:6][C:5]([NH:8][S:20]([CH3:19])(=[O:22])=[O:21])=[CH:4][C:3]=1[S:9]([NH2:12])(=[O:10])=[O:11]. The yield is 0.730. (5) The reactants are [C:1]([O:5][C:6]([N:8]([CH2:10][C:11]([OH:13])=O)[CH3:9])=[O:7])([CH3:4])([CH3:3])[CH3:2].CCN(CC)CC.ClC(OCC(C)C)=O.Cl.[CH2:30]([O:32][C:33](=[O:37])[CH2:34][NH:35][CH3:36])[CH3:31]. The catalyst is C(Cl)Cl. The product is [CH2:30]([O:32][C:33](=[O:37])[CH2:34][N:35]([C:11](=[O:13])[CH2:10][N:8]([C:6]([O:5][C:1]([CH3:2])([CH3:3])[CH3:4])=[O:7])[CH3:9])[CH3:36])[CH3:31]. The yield is 0.220. (6) The reactants are [CH3:1][C:2]1[O:6][N:5]=[C:4]([C:7]2[CH:12]=[CH:11][CH:10]=[CH:9][N:8]=2)[C:3]=1[CH2:13][O:14][C:15]1[CH:16]=[CH:17][C:18]([C:21]([OH:23])=O)=[N:19][CH:20]=1.[CH3:24][CH2:25][C@H:26]([NH2:29])[CH2:27][OH:28]. No catalyst specified. The product is [OH:28][CH2:27][C@@H:26]([NH:29][C:21]([C:18]1[CH:17]=[CH:16][C:15]([O:14][CH2:13][C:3]2[C:4]([C:7]3[CH:12]=[CH:11][CH:10]=[CH:9][N:8]=3)=[N:5][O:6][C:2]=2[CH3:1])=[CH:20][N:19]=1)=[O:23])[CH2:25][CH3:24]. The yield is 0.720. (7) The reactants are [CH2:1]([O:8][C:9]1[CH:14]=[CH:13][C:12]([C:15]2(O)[CH2:20][CH2:19][O:18][CH2:17][CH2:16]2)=[CH:11][CH:10]=1)[C:2]1[CH:7]=[CH:6][CH:5]=[CH:4][CH:3]=1. The catalyst is C1(C)C=CC=CC=1. The product is [CH2:1]([O:8][C:9]1[CH:14]=[CH:13][C:12]([C:15]2[CH2:20][CH2:19][O:18][CH2:17][CH:16]=2)=[CH:11][CH:10]=1)[C:2]1[CH:7]=[CH:6][CH:5]=[CH:4][CH:3]=1. The yield is 0.710. (8) The reactants are [CH3:1][C:2]12[C:14]3[C:6](=[CH:7][C:8]([NH2:15])=[CH:9][C:10]=3[CH2:11][CH2:12][CH2:13]1)[CH2:5][CH2:4][CH2:3]2.C1C=CC=CC=1.Cl[S:23]([C:26]1[CH:34]=[CH:33][C:29]([C:30]([OH:32])=[O:31])=[CH:28][CH:27]=1)(=[O:25])=[O:24].Cl. The catalyst is N1C=CC=CC=1.CN(C)C1C=CN=CC=1. The product is [CH3:1][C:2]12[C:14]3[C:6](=[CH:7][C:8]([NH:15][S:23]([C:26]4[CH:27]=[CH:28][C:29]([C:30]([OH:32])=[O:31])=[CH:33][CH:34]=4)(=[O:25])=[O:24])=[CH:9][C:10]=3[CH2:11][CH2:12][CH2:13]1)[CH2:5][CH2:4][CH2:3]2. The yield is 0.570. (9) The reactants are Cl[C:2]1[N:7]=[C:6]([C:8]2[N:12]3[CH:13]=[CH:14][CH:15]=[CH:16][C:11]3=[N:10][C:9]=2[C:17]2[CH:18]=[C:19]([CH:31]=[CH:32][CH:33]=2)[C:20]([NH:22][C:23]2[C:28]([F:29])=[CH:27][CH:26]=[CH:25][C:24]=2[F:30])=[O:21])[CH:5]=[CH:4][N:3]=1.[CH3:34][O:35][C:36]1[CH:41]=[C:40]([C@H:42]2[CH2:47][CH2:46][C@H:45]([N:48]3[CH2:53][CH2:52][N:51]([CH2:54][CH2:55][S:56]([CH3:59])(=[O:58])=[O:57])[CH2:50][CH2:49]3)[CH2:44][CH2:43]2)[CH:39]=[CH:38][C:37]=1[NH2:60].Cl.O1CCOCC1.C[O-].[Na+]. The product is [F:30][C:24]1[CH:25]=[CH:26][CH:27]=[C:28]([F:29])[C:23]=1[NH:22][C:20](=[O:21])[C:19]1[CH:31]=[CH:32][CH:33]=[C:17]([C:9]2[N:10]=[C:11]3[CH:16]=[CH:15][CH:14]=[CH:13][N:12]3[C:8]=2[C:6]2[CH:5]=[CH:4][N:3]=[C:2]([NH:60][C:37]3[CH:38]=[CH:39][C:40]([C@H:42]4[CH2:43][CH2:44][C@H:45]([N:48]5[CH2:49][CH2:50][N:51]([CH2:54][CH2:55][S:56]([CH3:59])(=[O:58])=[O:57])[CH2:52][CH2:53]5)[CH2:46][CH2:47]4)=[CH:41][C:36]=3[O:35][CH3:34])[N:7]=2)[CH:18]=1. The yield is 0.560. The catalyst is FC(F)(F)CO.CO.C(Cl)Cl.CCCCCC. (10) The reactants are [Cl:1][C:2]1[C:3]([C:27]2[N:31]=[C:30]([C:32]3[N:33]=[C:34]4[C:39]([Cl:40])=[CH:38][C:37]([C:41]([F:44])([F:43])[F:42])=[CH:36][N:35]4[CH:45]=3)[O:29][N:28]=2)=[CH:4][C:5]([F:26])=[C:6]([CH:25]=1)[CH2:7][CH2:8][C:9]1([NH:17]C(=O)OC(C)(C)C)[CH2:14][O:13]C(C)(C)[O:11][CH2:10]1.FC(F)(F)C(O)=O. The catalyst is ClCCl. The product is [NH2:17][C:9]([CH2:8][CH2:7][C:6]1[CH:25]=[C:2]([Cl:1])[C:3]([C:27]2[N:31]=[C:30]([C:32]3[N:33]=[C:34]4[C:39]([Cl:40])=[CH:38][C:37]([C:41]([F:42])([F:43])[F:44])=[CH:36][N:35]4[CH:45]=3)[O:29][N:28]=2)=[CH:4][C:5]=1[F:26])([CH2:14][OH:13])[CH2:10][OH:11]. The yield is 0.250.